This data is from Forward reaction prediction with 1.9M reactions from USPTO patents (1976-2016). The task is: Predict the product of the given reaction. Given the reactants [CH3:1][C:2]1[O:6][N:5]=[C:4]([C:7]2[CH:12]=[CH:11][CH:10]=[CH:9][CH:8]=2)[C:3]=1[C:13]([NH:15][NH2:16])=[O:14].[Cl:17][C:18]1[N:26]=[C:25]([Cl:27])[CH:24]=[CH:23][C:19]=1[C:20](O)=O, predict the reaction product. The product is: [Cl:17][C:18]1[C:19]([C:20]2[O:14][C:13]([C:3]3[C:4]([C:7]4[CH:12]=[CH:11][CH:10]=[CH:9][CH:8]=4)=[N:5][O:6][C:2]=3[CH3:1])=[N:15][N:16]=2)=[CH:23][CH:24]=[C:25]([Cl:27])[N:26]=1.